Dataset: Forward reaction prediction with 1.9M reactions from USPTO patents (1976-2016). Task: Predict the product of the given reaction. (1) The product is: [C:1]([O:5][C:6]([N:8]1[C:16]2[C:11](=[C:12]([NH:18][C:19]3[CH:24]=[CH:23][C:22]([I:25])=[CH:21][C:20]=3[F:26])[C:13]([NH:17][S:30]([CH:27]3[CH2:29][CH2:28]3)(=[O:32])=[O:31])=[CH:14][CH:15]=2)[CH:10]=[N:9]1)=[O:7])([CH3:4])([CH3:2])[CH3:3]. Given the reactants [C:1]([O:5][C:6]([N:8]1[C:16]2[C:11](=[C:12]([NH:18][C:19]3[CH:24]=[CH:23][C:22]([I:25])=[CH:21][C:20]=3[F:26])[C:13]([NH2:17])=[CH:14][CH:15]=2)[CH:10]=[N:9]1)=[O:7])([CH3:4])([CH3:3])[CH3:2].[CH:27]1([S:30](Cl)(=[O:32])=[O:31])[CH2:29][CH2:28]1, predict the reaction product. (2) Given the reactants [OH:1][C:2]1[CH:11]=[C:10]2[C:5]([C:6]([O:12][C:13]3[CH:14]=[C:15]4[C:19](=[CH:20][CH:21]=3)[NH:18][C:17]([CH3:22])=[CH:16]4)=[N:7][CH:8]=[N:9]2)=[CH:4][CH:3]=1.O[CH2:24][CH2:25][N:26]1[CH2:31][CH2:30][CH2:29][CH2:28][CH2:27]1, predict the reaction product. The product is: [CH3:22][C:17]1[NH:18][C:19]2[C:15]([CH:16]=1)=[CH:14][C:13]([O:12][C:6]1[C:5]3[C:10](=[CH:11][C:2]([O:1][CH2:24][CH2:25][N:26]4[CH2:31][CH2:30][CH2:29][CH2:28][CH2:27]4)=[CH:3][CH:4]=3)[N:9]=[CH:8][N:7]=1)=[CH:21][CH:20]=2. (3) Given the reactants FC1C=C([CH:20]=[C:21]([CH:23]([NH:25][C:26](=[O:38])[C:27]2C=C[C:30]([C:33](F)([F:35])F)=[CH:29][C:28]=2[CH3:37])[CH3:24])C=1)OC1C=CC(OC(C)(C)C(O)=O)=C(C)C=1.C[O:40][C:41](=[O:61])[CH2:42][CH2:43][C:44]1[CH:49]=[CH:48][C:47]([O:50][C:51]2[CH:56]=[CH:55]C=C([C@H](N)C)[CH:52]=2)=[CH:46][C:45]=1[CH3:60], predict the reaction product. The product is: [F:35][C:33]1[CH:30]=[C:29]2[C:23](=[CH:21][CH:20]=1)[NH:25][C:27]([C:26]([NH:25][C@@H:23]([C:21]1[CH:52]=[C:51]([CH:56]=[CH:55][CH:20]=1)[O:50][C:47]1[CH:48]=[CH:49][C:44]([CH2:43][CH2:42][C:41]([OH:61])=[O:40])=[C:45]([CH3:60])[CH:46]=1)[CH3:24])=[O:38])=[C:28]2[CH3:37].